This data is from Catalyst prediction with 721,799 reactions and 888 catalyst types from USPTO. The task is: Predict which catalyst facilitates the given reaction. Reactant: [CH3:1][N:2]([CH3:18])[CH2:3][CH2:4][N:5]([C:7]1[O:8][CH2:9][C:10](=[O:17])[C:11]=1[C:12]([O:14][CH2:15][CH3:16])=[O:13])[CH3:6].[NH:19]1[C:27]2[C:22](=[CH:23][CH:24]=[CH:25][N:26]=2)[C:21]([CH:28]=O)=[CH:20]1.N1CCC[C@H]1C(O)=O. Product: [CH:12]([OH:14])=[O:13].[NH:19]1[C:27]2=[N:26][CH:25]=[CH:24][CH:23]=[C:22]2[C:21]([CH:28]=[C:9]2[O:8][C:7]([N:5]([CH2:4][CH2:3][N:2]([CH3:1])[CH3:18])[CH3:6])=[C:11]([C:12]([O:14][CH2:15][CH3:16])=[O:13])[C:10]2=[O:17])=[CH:20]1. The catalyst class is: 8.